The task is: Predict the product of the given reaction.. This data is from Forward reaction prediction with 1.9M reactions from USPTO patents (1976-2016). (1) The product is: [Si:5]([O:8][CH:9]1[CH2:10][CH:11]([NH2:18])[CH2:12][CH:13]([NH2:15])[CH2:14]1)([C:1]([CH3:4])([CH3:3])[CH3:2])([CH3:7])[CH3:6]. Given the reactants [C:1]([Si:5]([O:8][CH:9]1[CH2:14][CH:13]([N:15]=[N+]=[N-])[CH2:12][CH:11]([N:18]=[N+]=[N-])[CH2:10]1)([CH3:7])[CH3:6])([CH3:4])([CH3:3])[CH3:2], predict the reaction product. (2) Given the reactants [CH:1]1([C:4]2[N:8]=[C:7]([C:9]3[C:17]4[CH2:16][CH2:15][O:14][CH2:13][C:12]=4[S:11][C:10]=3[NH2:18])[O:6][N:5]=2)[CH2:3][CH2:2]1.C1CCN2C(=NCCC2)CC1.[C:30]12[C:38](=[O:39])[O:37][C:35](=[O:36])[C:31]=1[CH2:32][CH2:33][CH2:34]2.Cl, predict the reaction product. The product is: [CH:1]1([C:4]2[N:8]=[C:7]([C:9]3[C:17]4[CH2:16][CH2:15][O:14][CH2:13][C:12]=4[S:11][C:10]=3[NH:18][C:38]([C:30]3[CH2:34][CH2:33][CH2:32][C:31]=3[C:35]([OH:37])=[O:36])=[O:39])[O:6][N:5]=2)[CH2:3][CH2:2]1.